From a dataset of Catalyst prediction with 721,799 reactions and 888 catalyst types from USPTO. Predict which catalyst facilitates the given reaction. (1) Reactant: [Cl:1][C:2]1[CH:6]=[N:5][N:4]([CH3:7])[C:3]=1[C:8]1[CH:9]=[C:10]([NH2:23])[CH:11]=[CH:12][C:13]=1[O:14][CH2:15][CH2:16][N:17]1[CH2:22][CH2:21][O:20][CH2:19][CH2:18]1.[Cl:24][C:25]1[S:29][C:28]([C:30](O)=[O:31])=[CH:27][CH:26]=1.CN(C(ON1N=NC2C=CC=NC1=2)=[N+](C)C)C.F[P-](F)(F)(F)(F)F.CCN(C(C)C)C(C)C. Product: [Cl:1][C:2]1[CH:6]=[N:5][N:4]([CH3:7])[C:3]=1[C:8]1[CH:9]=[C:10]([NH:23][C:30]([C:28]2[S:29][C:25]([Cl:24])=[CH:26][CH:27]=2)=[O:31])[CH:11]=[CH:12][C:13]=1[O:14][CH2:15][CH2:16][N:17]1[CH2:18][CH2:19][O:20][CH2:21][CH2:22]1. The catalyst class is: 3. (2) Reactant: C(O[BH-](OC(=O)C)OC(=O)C)(=O)C.[Na+].[CH3:15][C:16]([NH2:24])([C:18]1[CH:23]=[CH:22][CH:21]=[CH:20][CH:19]=1)[CH3:17].[CH3:25][C:26]([CH3:28])=O. Product: [CH:26]([NH:24][C:16]([C:18]1[CH:23]=[CH:22][CH:21]=[CH:20][CH:19]=1)([CH3:17])[CH3:15])([CH3:28])[CH3:25]. The catalyst class is: 4. (3) Reactant: [F:1][C:2]1[CH:7]=[CH:6][C:5]([NH:8][CH2:9][CH2:10][O:11][CH3:12])=[CH:4][CH:3]=1.[C:13](N1C=CN=C1)([N:15]1[CH:19]=[CH:18][N:17]=[CH:16]1)=[O:14]. Product: [F:1][C:2]1[CH:3]=[CH:4][C:5]([N:8]([CH2:9][CH2:10][O:11][CH3:12])[C:13]([N:15]2[CH:19]=[CH:18][N:17]=[CH:16]2)=[O:14])=[CH:6][CH:7]=1. The catalyst class is: 1. (4) Reactant: [CH2:1]([O:8][CH:9]1[CH2:14][CH2:13][C:12]([O:15][Si](C(C)(C)C)(C)C)=[CH:11][CH2:10]1)[C:2]1[CH:7]=[CH:6][CH:5]=[CH:4][CH:3]=1.[B-](F)(F)(F)[F:24].[B-](F)(F)(F)F.C1[N+]2(CCl)CC[N+](F)(CC2)C1.C(=O)(O)[O-].[Na+]. Product: [CH2:1]([O:8][CH:9]1[CH2:14][CH2:13][C:12](=[O:15])[CH:11]([F:24])[CH2:10]1)[C:2]1[CH:7]=[CH:6][CH:5]=[CH:4][CH:3]=1. The catalyst class is: 3. (5) Reactant: [CH3:1][O:2][C:3]1[N:8]=[C:7]([C:9]2[CH:10]=[C:11]([C:15](=[O:17])[CH3:16])[CH:12]=[CH:13][CH:14]=2)[CH:6]=[C:5]([NH:18][CH2:19][CH2:20][C:21]2[CH:26]=[CH:25][C:24]([O:27][CH3:28])=[CH:23][CH:22]=2)[N:4]=1.CO[C:31](OC)([N:33]([CH3:35])[CH3:34])[CH3:32]. Product: [CH3:34][N:33]([CH3:35])[C:31]([CH3:32])=[CH:16][C:15]([C:11]1[CH:12]=[CH:13][CH:14]=[C:9]([C:7]2[CH:6]=[C:5]([NH:18][CH2:19][CH2:20][C:21]3[CH:22]=[CH:23][C:24]([O:27][CH3:28])=[CH:25][CH:26]=3)[N:4]=[C:3]([O:2][CH3:1])[N:8]=2)[CH:10]=1)=[O:17]. The catalyst class is: 6.